Dataset: Full USPTO retrosynthesis dataset with 1.9M reactions from patents (1976-2016). Task: Predict the reactants needed to synthesize the given product. (1) Given the product [CH2:1]([O:5][CH2:6][CH2:7][O:8][C:9]1[CH:14]=[CH:13][C:12]([C:15]2[CH:16]=[CH:17][C:18]3[N:24]([CH2:25][CH:26]([CH3:27])[CH3:28])[CH2:23][CH2:22][C:21]([C:29]([NH:31][C:32]4[CH:37]=[CH:36][C:35]([S:38]([CH2:39][C:40]5[N:41]([CH3:45])[CH:42]=[CH:43][N:44]=5)=[O:56])=[C:34]([CH3:46])[CH:33]=4)=[O:30])=[CH:20][C:19]=3[CH:47]=2)=[CH:11][CH:10]=1)[CH2:2][CH2:3][CH3:4], predict the reactants needed to synthesize it. The reactants are: [CH2:1]([O:5][CH2:6][CH2:7][O:8][C:9]1[CH:14]=[CH:13][C:12]([C:15]2[CH:16]=[CH:17][C:18]3[N:24]([CH2:25][CH:26]([CH3:28])[CH3:27])[CH2:23][CH2:22][C:21]([C:29]([NH:31][C:32]4[CH:37]=[CH:36][C:35]([S:38][CH2:39][C:40]5[N:41]([CH3:45])[CH:42]=[CH:43][N:44]=5)=[C:34]([CH3:46])[CH:33]=4)=[O:30])=[CH:20][C:19]=3[CH:47]=2)=[CH:11][CH:10]=1)[CH2:2][CH2:3][CH3:4].ClC1C=CC=C(C(OO)=[O:56])C=1.S([O-])([O-])(=O)=S.[Na+].[Na+]. (2) Given the product [C:1]([C:3]1[CH:7]=[CH:6][S:5][C:4]=1[C:8](=[O:9])[CH2:15][C:16]([OH:18])=[O:17])#[N:2], predict the reactants needed to synthesize it. The reactants are: [C:1]([C:3]1[CH:7]=[CH:6][S:5][C:4]=1[C:8](Cl)=[O:9])#[N:2].C[Si]([C:15]([Si](C)(C)C)(C([O-])=O)[C:16]([O-:18])=[O:17])(C)C.CCN(CC)CC.[Li+].[Br-].OS(O)(=O)=O.